From a dataset of Catalyst prediction with 721,799 reactions and 888 catalyst types from USPTO. Predict which catalyst facilitates the given reaction. (1) Reactant: [F:1][C:2]([F:13])([F:12])[C:3]1[CH:4]=[C:5]2[CH:11]=[CH:10][NH:9][C:6]2=[N:7][CH:8]=1.[H-].[Na+].Cl[C:17]1[N:21]([CH3:22])[N:20]=[C:19]([CH3:23])[C:18]=1[CH:24]=[O:25].O. Product: [CH3:22][N:21]1[C:17]([N:9]2[C:6]3=[N:7][CH:8]=[C:3]([C:2]([F:1])([F:12])[F:13])[CH:4]=[C:5]3[CH:11]=[CH:10]2)=[C:18]([CH:24]=[O:25])[C:19]([CH3:23])=[N:20]1. The catalyst class is: 9. (2) Reactant: [F:1][C:2]([F:9])([F:8])[C:3](OCC)=O.O.[NH2:11][NH2:12].C(S[C:16]([C:24]1[CH:29]=[CH:28][CH:27]=[CH:26][CH:25]=1)=[N:17][C:18]1[CH:23]=[CH:22][CH:21]=[CH:20][CH:19]=1)C. Product: [C:24]1([C:16]2[N:17]([C:18]3[CH:23]=[CH:22][CH:21]=[CH:20][CH:19]=3)[C:3]([C:2]([F:1])([F:8])[F:9])=[N:12][N:11]=2)[CH:29]=[CH:28][CH:27]=[CH:26][CH:25]=1. The catalyst class is: 51. (3) Reactant: [CH3:1][O:2][C:3]1[CH:8]=[CH:7][C:6]([C:9]2([C:12]3[N:13]([NH2:18])[C:14]([NH2:17])=[N:15][N:16]=3)[CH2:11][CH2:10]2)=[CH:5][CH:4]=1.O.O=[C:21]([C:24]1[CH:29]=[CH:28][CH:27]=[CH:26][CH:25]=1)[CH:22]=O. Product: [CH3:1][O:2][C:3]1[CH:8]=[CH:7][C:6]([C:9]2([C:12]3[N:13]4[N:18]=[CH:22][C:21]([C:24]5[CH:29]=[CH:28][CH:27]=[CH:26][CH:25]=5)=[N:17][C:14]4=[N:15][N:16]=3)[CH2:11][CH2:10]2)=[CH:5][CH:4]=1. The catalyst class is: 404. (4) Reactant: [CH:1]1[CH:2]=[CH:3][C:4](P([C:1]2[C:6]([C:1]3[C:6](P([C:1]4[CH:6]=[CH:5][CH:4]=[CH:3][CH:2]=4)[C:1]4[CH:6]=[CH:5][CH:4]=[CH:3][CH:2]=4)=[CH:5][CH:4]=[C:3]4[C:2]=3C=CC=C4)=[C:5]3[C:4](C=CC=C3)=[CH:3][CH:2]=2)[C:1]2[CH:6]=[CH:5][CH:4]=[CH:3][CH:2]=2)=[CH:5][CH:6]=1.[CH3:47][O:48][C:49]1[C:58]2[C:53](=[CH:54][CH:55]=[CH:56][CH:57]=2)[CH:52]=[CH:51][C:50]=1[NH2:59].BrC1C=CC=CC=1.C(=O)([O-])[O-].[Cs+].[Cs+]. The catalyst class is: 164. Product: [CH3:47][O:48][C:49]1[C:58]2[C:53](=[CH:54][CH:55]=[CH:56][CH:57]=2)[CH:52]=[CH:51][C:50]=1[NH:59][C:1]1[CH:2]=[CH:3][CH:4]=[CH:5][CH:6]=1. (5) Reactant: [OH:1]C1C=CC(C=O)=CC=1C.C([O-])([O-])=O.[K+].[K+].[Cl:17][C:18]1[CH:26]=[CH:25][C:21]([C:22]([NH2:24])=[O:23])=[CH:20][N:19]=1.O. Product: [NH4+:19].[OH-:1].[Cl:17][C:18]1[CH:26]=[CH:25][C:21]([C:22]([NH2:24])=[O:23])=[CH:20][N:19]=1. The catalyst class is: 3. (6) Reactant: [C:1]([C:4]1[CH:5]=[C:6]([C:14]2[O:15][C:16]3[CH:22]=[C:21]([O:23][CH2:24][C@@H:25]([NH:27][C:28](=[O:30])[CH3:29])[CH3:26])[CH:20]=[CH:19][C:17]=3[N:18]=2)[CH:7]=[C:8]([F:13])[C:9]=1[O:10][CH2:11][CH3:12])(=[O:3])[CH3:2].C1COCC1.[BH4-].[Na+].[Cl-].[NH4+]. Product: [CH2:11]([O:10][C:9]1[C:4]([CH:1]([OH:3])[CH3:2])=[CH:5][C:6]([C:14]2[O:15][C:16]3[CH:22]=[C:21]([O:23][CH2:24][C@@H:25]([NH:27][C:28](=[O:30])[CH3:29])[CH3:26])[CH:20]=[CH:19][C:17]=3[N:18]=2)=[CH:7][C:8]=1[F:13])[CH3:12]. The catalyst class is: 370.